From a dataset of Catalyst prediction with 721,799 reactions and 888 catalyst types from USPTO. Predict which catalyst facilitates the given reaction. (1) Product: [F:8][C:6]1([F:9])[CH2:5][CH:4]([NH:10][C:11](=[O:23])[C:12]2[CH:17]=[CH:16][CH:15]=[CH:14][C:13]=2[N:18]2[N:19]=[CH:20][CH:21]=[N:22]2)[CH:3]([NH:2][C:25]2[S:26][C:27]3[CH:33]=[C:32]([F:34])[CH:31]=[CH:30][C:28]=3[N:29]=2)[CH2:7]1. The catalyst class is: 16. Reactant: Cl.[NH2:2][CH:3]1[CH2:7][C:6]([F:9])([F:8])[CH2:5][CH:4]1[NH:10][C:11](=[O:23])[C:12]1[CH:17]=[CH:16][CH:15]=[CH:14][C:13]=1[N:18]1[N:22]=[CH:21][CH:20]=[N:19]1.Cl[C:25]1[S:26][C:27]2[CH:33]=[C:32]([F:34])[CH:31]=[CH:30][C:28]=2[N:29]=1.CCN(C(C)C)C(C)C. (2) Reactant: C([Li])CCC.[Cl:6][C:7]1[CH:12]=[CH:11][N:10]=[C:9]([NH2:13])[CH:8]=1.[CH:14]1([C:17]2[CH:18]=[N:19][CH:20]=[C:21]([CH:24]=2)[C:22]#[N:23])[CH2:16][CH2:15]1. Product: [Cl:6][C:7]1[CH:12]=[CH:11][N:10]=[C:9]([NH:13][C:22](=[NH:23])[C:21]2[CH:24]=[C:17]([CH:14]3[CH2:16][CH2:15]3)[CH:18]=[N:19][CH:20]=2)[CH:8]=1. The catalyst class is: 7. (3) Reactant: [Cl:1][C:2]1[N:10]=[C:9]([Cl:11])[CH:8]=[C:7]([C:12]([F:15])([F:14])[F:13])[C:3]=1[C:4]([OH:6])=[O:5].C(NC(=NC(C)C)O[C:22]([CH3:25])([CH3:24])[CH3:23])(C)C. Product: [Cl:1][C:2]1[N:10]=[C:9]([Cl:11])[CH:8]=[C:7]([C:12]([F:14])([F:15])[F:13])[C:3]=1[C:4]([O:6][C:22]([CH3:25])([CH3:24])[CH3:23])=[O:5]. The catalyst class is: 107. (4) Reactant: [CH2:1]([N:8]1[C:13](=[O:14])[C:12]2=[CH:15][CH:16]=[C:17]([Cl:18])[N:11]2[N:10]=[C:9]1[CH:19]=CN(C)C)[C:2]1[CH:7]=[CH:6][CH:5]=[CH:4][CH:3]=1.I([O-])(=O)(=O)=[O:25].[Na+]. The catalyst class is: 1. Product: [CH2:1]([N:8]1[C:13](=[O:14])[C:12]2=[CH:15][CH:16]=[C:17]([Cl:18])[N:11]2[N:10]=[C:9]1[CH:19]=[O:25])[C:2]1[CH:7]=[CH:6][CH:5]=[CH:4][CH:3]=1. (5) The catalyst class is: 104. Reactant: [C:1]([N:4]1[C:13]2[C:8](=[CH:9][C:10](Br)=[CH:11][CH:12]=2)[CH:7]([NH:15][CH:16]=[O:17])[CH2:6][CH:5]1[CH3:18])(=[O:3])[CH3:2].[CH3:19][O:20][C:21]([C:23]1[CH:28]=[CH:27][C:26](B(O)O)=[CH:25][CH:24]=1)=[O:22].C([O-])([O-])=O.[Na+].[Na+]. Product: [C:1]([N:4]1[C:13]2[C:8](=[CH:9][C:10]([C:26]3[CH:27]=[CH:28][C:23]([C:21]([O:20][CH3:19])=[O:22])=[CH:24][CH:25]=3)=[CH:11][CH:12]=2)[CH:7]([NH:15][CH:16]=[O:17])[CH2:6][CH:5]1[CH3:18])(=[O:3])[CH3:2]. (6) Reactant: [N:1]1[CH:6]=[CH:5][CH:4]=[CH:3][C:2]=1[CH2:7][NH:8][C:9]1[CH:14]=[CH:13][CH:12]=[CH:11][N:10]=1.[H-].[Na+].S(OCC)(O[CH2:21][CH3:22])(=O)=O. Product: [CH2:21]([N:8]([CH2:7][C:2]1[CH:3]=[CH:4][CH:5]=[CH:6][N:1]=1)[C:9]1[CH:14]=[CH:13][CH:12]=[CH:11][N:10]=1)[CH3:22]. The catalyst class is: 9. (7) Reactant: [H-].[Al+3].[Li+].[H-].[H-].[H-].[CH2:7]([N:14]([CH3:24])[C@@H:15]([CH:19]1[CH2:23][CH2:22][CH2:21][CH2:20]1)[C:16](O)=[O:17])[C:8]1[CH:13]=[CH:12][CH:11]=[CH:10][CH:9]=1.O.[OH-].[Na+]. Product: [CH2:7]([N:14]([CH3:24])[C@@H:15]([CH:19]1[CH2:23][CH2:22][CH2:21][CH2:20]1)[CH2:16][OH:17])[C:8]1[CH:13]=[CH:12][CH:11]=[CH:10][CH:9]=1. The catalyst class is: 1.